From a dataset of Reaction yield outcomes from USPTO patents with 853,638 reactions. Predict the reaction yield, written as a fraction of the theoretical maximum amount of product (1.0 means a 100% yield; for example, 0.34 means a 34% yield). The reactants are [CH3:1][O:2][C:3]([C@H:5]([NH:17]C(=O)OCC1C=CC=CC=1)[CH2:6][C:7]1[CH:15]=[C:14]([CH3:16])[C:10]2[NH:11][N:12]=[N:13][C:9]=2[CH:8]=1)=[O:4]. The catalyst is C(O)=O.CO. The product is [NH2:17][C@H:5]([CH2:6][C:7]1[CH:15]=[C:14]([CH3:16])[C:10]2[NH:11][N:12]=[N:13][C:9]=2[CH:8]=1)[C:3]([O:2][CH3:1])=[O:4]. The yield is 1.00.